Dataset: Catalyst prediction with 721,799 reactions and 888 catalyst types from USPTO. Task: Predict which catalyst facilitates the given reaction. (1) Product: [ClH:31].[OH:1][C:2]1[C:7]([CH2:8][CH2:9][CH3:10])=[C:6]([O:11][CH2:12][CH2:13][CH2:14][CH2:15][NH:16][C:17]2[CH:22]=[CH:21][C:20]([C:23]3[N:24]=[N:25][NH:26][N:27]=3)=[CH:19][CH:18]=2)[CH:5]=[CH:4][C:3]=1[C:28](=[O:30])[CH3:29]. Reactant: [OH:1][C:2]1[C:7]([CH2:8][CH2:9][CH3:10])=[C:6]([O:11][CH2:12][CH2:13][CH2:14][CH2:15][NH:16][C:17]2[CH:22]=[CH:21][C:20]([C:23]3[N:24]=[N:25][NH:26][N:27]=3)=[CH:19][CH:18]=2)[CH:5]=[CH:4][C:3]=1[C:28](=[O:30])[CH3:29].[ClH:31]. The catalyst class is: 268. (2) Reactant: [N:1]1([CH2:10][CH:11]([NH2:15])[CH:12]([CH3:14])[CH3:13])[C:9]2[C:4](=[CH:5][CH:6]=[CH:7][CH:8]=2)[CH:3]=[CH:2]1.[NH2:16][C:17]1[CH:22]=[C:21]([Cl:23])[CH:20]=[C:19]([Cl:24])[C:18]=1[S:25](Cl)(=[O:27])=[O:26].N1C=CC=C[CH:30]=1. Product: [NH2:16][C:17]1[CH:22]=[C:21]([Cl:23])[CH:20]=[C:19]([Cl:24])[C:18]=1[S:25]([NH:15][CH:11]([CH2:10][N:1]1[CH:2]=[CH:3][C:4]([CH:5]=[CH2:30])=[C:9]1/[CH:8]=[CH:7]\[CH3:6])[CH:12]([CH3:13])[CH3:14])(=[O:27])=[O:26]. The catalyst class is: 775.